Task: Predict the product of the given reaction.. Dataset: Forward reaction prediction with 1.9M reactions from USPTO patents (1976-2016) (1) Given the reactants [CH:1]1[C:10]2[CH:9]=[CH:8][CH:7]=[C:6]([OH:11])[C:5]=2[CH:4]=[CH:3][N:2]=1, predict the reaction product. The product is: [CH2:1]1[C:10]2[CH:9]=[CH:8][CH:7]=[C:6]([OH:11])[C:5]=2[CH2:4][CH2:3][NH:2]1. (2) Given the reactants Cl[C:2]1[C:7]([CH2:8][CH:9]([C:16]2[CH:17]=[N:18][CH:19]=[CH:20][CH:21]=2)[C:10]2[CH:11]=[N:12][CH:13]=[CH:14][CH:15]=2)=[CH:6][CH:5]=[CH:4][N:3]=1.[C:22]1([NH2:29])[CH:27]=[CH:26][CH:25]=[CH:24][C:23]=1[NH2:28].CC(C)([O-])C.[Na+].N#N, predict the reaction product. The product is: [N:12]1[CH:13]=[CH:14][CH:15]=[C:10]([CH:9]([C:16]2[CH:17]=[N:18][CH:19]=[CH:20][CH:21]=2)[CH2:8][C:7]2[C:2]([NH:28][C:23]3[C:22]([NH2:29])=[CH:27][CH:26]=[CH:25][CH:24]=3)=[N:3][CH:4]=[CH:5][CH:6]=2)[CH:11]=1.